Dataset: NCI-60 drug combinations with 297,098 pairs across 59 cell lines. Task: Regression. Given two drug SMILES strings and cell line genomic features, predict the synergy score measuring deviation from expected non-interaction effect. (1) Drug 1: CC1C(C(CC(O1)OC2CC(CC3=C2C(=C4C(=C3O)C(=O)C5=C(C4=O)C(=CC=C5)OC)O)(C(=O)CO)O)N)O. Drug 2: CC(C)(C1=NC(=CC=C1)N2C3=NC(=NC=C3C(=O)N2CC=C)NC4=CC=C(C=C4)N5CCN(CC5)C)O. Cell line: UACC62. Synergy scores: CSS=74.4, Synergy_ZIP=4.39, Synergy_Bliss=5.11, Synergy_Loewe=-4.23, Synergy_HSA=11.1. (2) Drug 1: C1=NC2=C(N=C(N=C2N1C3C(C(C(O3)CO)O)F)Cl)N. Drug 2: CC(C)NC(=O)C1=CC=C(C=C1)CNNC.Cl. Cell line: 786-0. Synergy scores: CSS=7.96, Synergy_ZIP=-4.95, Synergy_Bliss=-3.20, Synergy_Loewe=-2.80, Synergy_HSA=-2.69. (3) Drug 1: CS(=O)(=O)C1=CC(=C(C=C1)C(=O)NC2=CC(=C(C=C2)Cl)C3=CC=CC=N3)Cl. Drug 2: CC1=C(C(CCC1)(C)C)C=CC(=CC=CC(=CC(=O)O)C)C. Cell line: NCI-H522. Synergy scores: CSS=9.64, Synergy_ZIP=-2.55, Synergy_Bliss=-0.0652, Synergy_Loewe=-0.943, Synergy_HSA=0.267. (4) Cell line: ACHN. Drug 2: C1CC(C1)(C(=O)O)C(=O)O.[NH2-].[NH2-].[Pt+2]. Synergy scores: CSS=66.4, Synergy_ZIP=-8.15, Synergy_Bliss=-8.57, Synergy_Loewe=-7.86, Synergy_HSA=-2.24. Drug 1: C1=NC2=C(N1)C(=S)N=C(N2)N. (5) Drug 1: CC1=C(C=C(C=C1)NC2=NC=CC(=N2)N(C)C3=CC4=NN(C(=C4C=C3)C)C)S(=O)(=O)N.Cl. Synergy scores: CSS=29.8, Synergy_ZIP=-0.733, Synergy_Bliss=-2.59, Synergy_Loewe=-11.7, Synergy_HSA=-8.58. Cell line: COLO 205. Drug 2: C1=CC(=CC=C1CCCC(=O)O)N(CCCl)CCCl. (6) Drug 2: CC1=C(C=C(C=C1)NC(=O)C2=CC=C(C=C2)CN3CCN(CC3)C)NC4=NC=CC(=N4)C5=CN=CC=C5. Synergy scores: CSS=52.5, Synergy_ZIP=4.22, Synergy_Bliss=4.79, Synergy_Loewe=-24.8, Synergy_HSA=7.10. Drug 1: COC1=CC(=CC(=C1O)OC)C2C3C(COC3=O)C(C4=CC5=C(C=C24)OCO5)OC6C(C(C7C(O6)COC(O7)C8=CC=CS8)O)O. Cell line: RPMI-8226. (7) Drug 1: CC1C(C(CC(O1)OC2CC(CC3=C2C(=C4C(=C3O)C(=O)C5=C(C4=O)C(=CC=C5)OC)O)(C(=O)CO)O)N)O.Cl. Drug 2: C(CC(=O)O)C(=O)CN.Cl. Cell line: SNB-19. Synergy scores: CSS=9.35, Synergy_ZIP=-4.15, Synergy_Bliss=-3.00, Synergy_Loewe=-2.30, Synergy_HSA=-2.19. (8) Drug 1: CS(=O)(=O)C1=CC(=C(C=C1)C(=O)NC2=CC(=C(C=C2)Cl)C3=CC=CC=N3)Cl. Drug 2: C(CN)CNCCSP(=O)(O)O. Cell line: A498. Synergy scores: CSS=6.76, Synergy_ZIP=-1.07, Synergy_Bliss=1.62, Synergy_Loewe=-1.95, Synergy_HSA=0.858.